Dataset: Full USPTO retrosynthesis dataset with 1.9M reactions from patents (1976-2016). Task: Predict the reactants needed to synthesize the given product. (1) Given the product [CH2:16]([O:12][CH2:11][CH2:10][O:9][CH2:8][CH2:7][O:6][CH2:5][CH2:4][O:3][CH2:2][CH2:1][OH:13])[C:17]1[CH:22]=[CH:21][CH:20]=[CH:19][CH:18]=1, predict the reactants needed to synthesize it. The reactants are: [CH2:1]([OH:13])[CH2:2][O:3][CH2:4][CH2:5][O:6][CH2:7][CH2:8][O:9][CH2:10][CH2:11][OH:12].[OH-].[Na+].[CH2:16](Cl)[C:17]1[CH:22]=[CH:21][CH:20]=[CH:19][CH:18]=1. (2) The reactants are: C(N(CC)CC)C.[C:8](Cl)(=[O:10])[CH3:9].[CH3:12][O:13][C:14]1[CH:15]=[C:16]2[C:20](=[CH:21][CH:22]=1)[NH:19][CH:18]([C:23]([NH2:25])=[O:24])[CH2:17]2. Given the product [C:8]([N:19]1[C:20]2[C:16](=[CH:15][C:14]([O:13][CH3:12])=[CH:22][CH:21]=2)[CH2:17][CH:18]1[C:23]([NH2:25])=[O:24])(=[O:10])[CH3:9], predict the reactants needed to synthesize it. (3) Given the product [CH3:1][O:2][C:3](=[O:26])[CH:4]([CH2:13][C:14]1[CH:19]=[CH:18][C:17]([C:20]2[CH:21]=[CH:22][CH:23]=[CH:24][CH:25]=2)=[CH:16][CH:15]=1)[CH2:5][C:6]([OH:8])=[O:7], predict the reactants needed to synthesize it. The reactants are: [CH3:1][O:2][C:3](=[O:26])[CH:4]([CH2:13][C:14]1[CH:19]=[CH:18][C:17]([C:20]2[CH:25]=[CH:24][CH:23]=[CH:22][CH:21]=2)=[CH:16][CH:15]=1)[CH2:5][C:6]([O:8]C(C)(C)C)=[O:7].FC(F)(F)C(O)=O. (4) The reactants are: [N+:1]([C:4]1[CH:5]=[N:6][C:7]2[C:12]([CH:13]=1)=[CH:11][C:10]([O:14][CH2:15][CH2:16][N:17]1[CH2:21][CH2:20][CH2:19][CH2:18]1)=[CH:9][CH:8]=2)([O-])=O.C(N(CC)CC)C. Given the product [NH2:1][C:4]1[CH:5]=[N:6][C:7]2[C:12]([CH:13]=1)=[CH:11][C:10]([O:14][CH2:15][CH2:16][N:17]1[CH2:21][CH2:20][CH2:19][CH2:18]1)=[CH:9][CH:8]=2, predict the reactants needed to synthesize it. (5) Given the product [S:1]([OH:5])([OH:4])(=[O:3])=[O:2].[S:6]1[CH:10]=[CH:9][C:8]2[C:11]([N:15]3[CH2:16][CH2:17][N:18]([CH2:21][CH2:22][CH2:23][O:24][C:25]4[CH:34]=[C:33]5[C:28]([CH2:29][CH2:30][N:31]([CH3:36])[C:32]5=[O:35])=[CH:27][CH:26]=4)[CH2:19][CH2:20]3)=[CH:12][CH:13]=[CH:14][C:7]1=2, predict the reactants needed to synthesize it. The reactants are: [S:1](=[O:5])(=[O:4])([OH:3])[OH:2].[S:6]1[CH:10]=[CH:9][C:8]2[C:11]([N:15]3[CH2:20][CH2:19][N:18]([CH2:21][CH2:22][CH2:23][O:24][C:25]4[CH:34]=[C:33]5[C:28]([CH2:29][CH2:30][N:31]([CH3:36])[C:32]5=[O:35])=[CH:27][CH:26]=4)[CH2:17][CH2:16]3)=[CH:12][CH:13]=[CH:14][C:7]1=2.